Dataset: HIV replication inhibition screening data with 41,000+ compounds from the AIDS Antiviral Screen. Task: Binary Classification. Given a drug SMILES string, predict its activity (active/inactive) in a high-throughput screening assay against a specified biological target. (1) The drug is CCOC(C)C(=O)OCC(C(=O)OC1CC2C3OC3C(C1)[N+]2(C)C)c1ccccc1. The result is 0 (inactive). (2) The drug is Cc1cc(C)c(C=C(C(=Cc2c(C)cc(C)cc2C)[N+](=O)[O-])[N+](=O)[O-])c(C)c1. The result is 0 (inactive). (3) The result is 0 (inactive). The molecule is O=C1c2c(O)ccnc2-c2nccc3c2c1nc1ccccc13. (4) The drug is N[Co-4](N)(N)([I-])([I-])[I-]. The result is 0 (inactive). (5) The compound is CC=Cc1cc2c(c(=O)o1)C(=O)C(O)C(C)O2. The result is 0 (inactive). (6) The molecule is Cc1nn(C(=O)CC(=O)Nc2ccccc2Cl)c(C)c1N=Nc1ccccc1F. The result is 0 (inactive). (7) The molecule is CCOC(=O)C(CCC1c2[nH]c3ccccc3c2CC(C#N)N1C(=O)C(F)(F)F)C(=O)OCC. The result is 0 (inactive).